From a dataset of Catalyst prediction with 721,799 reactions and 888 catalyst types from USPTO. Predict which catalyst facilitates the given reaction. Reactant: CO.[OH-].[Na+].[NH2:5][C:6]1[C:11]([C:12]2[O:16][N:15]=[C:14]([CH2:17][C:18]3[CH:23]=[CH:22][C:21]([OH:24])=[CH:20][CH:19]=3)[CH:13]=2)=[CH:10][CH:9]=[CH:8][N:7]=1.Cl[CH2:26][C:27]1[CH:32]=[C:31]([CH3:33])[CH:30]=[CH:29][N:28]=1. Product: [CH3:33][C:31]1[CH:30]=[CH:29][N:28]=[C:27]([CH2:26][O:24][C:21]2[CH:22]=[CH:23][C:18]([CH2:17][C:14]3[CH:13]=[C:12]([C:11]4[C:6]([NH2:5])=[N:7][CH:8]=[CH:9][CH:10]=4)[O:16][N:15]=3)=[CH:19][CH:20]=2)[CH:32]=1. The catalyst class is: 9.